From a dataset of Forward reaction prediction with 1.9M reactions from USPTO patents (1976-2016). Predict the product of the given reaction. (1) The product is: [F:27][C:22]1[CH:23]=[CH:24][CH:25]=[CH:26][C:21]=1[CH:8]([C:5]1[CH:6]=[CH:7][C:2]([C:34]2[CH:35]=[CH:36][C:31]([C:28]([OH:30])=[O:29])=[CH:32][CH:33]=2)=[CH:3][CH:4]=1)[CH2:9]/[C:10](=[N:11]\[OH:12])/[C:13]1[CH:14]=[CH:15][C:16](=[O:20])[N:17]([CH3:19])[CH:18]=1. Given the reactants Br[C:2]1[CH:7]=[CH:6][C:5]([CH:8]([C:21]2[CH:26]=[CH:25][CH:24]=[CH:23][C:22]=2[F:27])[CH2:9]/[C:10](/[C:13]2[CH:14]=[CH:15][C:16](=[O:20])[N:17]([CH3:19])[CH:18]=2)=[N:11]\[OH:12])=[CH:4][CH:3]=1.[C:28]([C:31]1[CH:36]=[CH:35][C:34](B(O)O)=[CH:33][CH:32]=1)([OH:30])=[O:29].O.C(=O)([O-])[O-].[Na+].[Na+], predict the reaction product. (2) Given the reactants [OH-].[Ba+2].[OH-].[Cl:4][C:5]1[C:9]([Cl:10])=[C:8]([CH3:11])[NH:7][C:6]=1[C:12]([NH:14][CH:15]1[C:20]2([O:24][CH2:23][CH2:22][O:21]2)[CH2:19][N:18](C(OC)=O)[CH2:17][CH2:16]1)=[O:13], predict the reaction product. The product is: [Cl:4][C:5]1[C:9]([Cl:10])=[C:8]([CH3:11])[NH:7][C:6]=1[C:12]([NH:14][CH:15]1[C:20]2([O:24][CH2:23][CH2:22][O:21]2)[CH2:19][NH:18][CH2:17][CH2:16]1)=[O:13]. (3) Given the reactants [CH2:1]([N:8]1[CH2:12][CH2:11][C@H:10]([NH2:13])[CH2:9]1)[C:2]1[CH:7]=[CH:6][CH:5]=[CH:4][CH:3]=1.Br[C:15]1[CH:16]=[C:17]([F:21])[CH:18]=[CH:19][CH:20]=1.CC(C)([O-])C.[Na+], predict the reaction product. The product is: [CH2:1]([N:8]1[CH2:12][CH2:11][C@H:10]([NH:13][C:15]2[CH:20]=[CH:19][CH:18]=[C:17]([F:21])[CH:16]=2)[CH2:9]1)[C:2]1[CH:3]=[CH:4][CH:5]=[CH:6][CH:7]=1. (4) Given the reactants [F:1][C:2]1[CH:3]=[C:4]([C:8](=[O:10])[CH3:9])[CH:5]=[CH:6][CH:7]=1.[Li+].CC([N-]C(C)C)C.[Br:19][C:20]1[CH:32]=[CH:31][C:23]2[N:24]([CH2:29][CH3:30])[C:25]([CH2:27]Cl)=[N:26][C:22]=2[CH:21]=1, predict the reaction product. The product is: [Br:19][C:20]1[CH:32]=[CH:31][C:23]2[N:24]([CH2:29][CH3:30])[C:25]([CH2:27][CH2:9][C:8]([C:4]3[CH:5]=[CH:6][CH:7]=[C:2]([F:1])[CH:3]=3)=[O:10])=[N:26][C:22]=2[CH:21]=1. (5) Given the reactants [CH2:1]([O:8][C:9]1[C:14](=[O:15])[N:13]2[CH:16]=[C:17]([CH3:20])[CH:18]=[CH:19][C:12]2=[N:11][C:10]=1[C:21]([NH:23][NH2:24])=[O:22])[C:2]1[CH:7]=[CH:6][CH:5]=[CH:4][CH:3]=1.C(=O)([O-])[O-].[Na+].[Na+].[F:31][C:32]1[CH:37]=[CH:36][C:35]([CH2:38][C:39](Cl)=[O:40])=[CH:34][CH:33]=1, predict the reaction product. The product is: [F:31][C:32]1[CH:37]=[CH:36][C:35]([CH2:38][C:39]([NH:24][NH:23][C:21]([C:10]2[N:11]=[C:12]3[CH:19]=[CH:18][C:17]([CH3:20])=[CH:16][N:13]3[C:14](=[O:15])[C:9]=2[O:8][CH2:1][C:2]2[CH:3]=[CH:4][CH:5]=[CH:6][CH:7]=2)=[O:22])=[O:40])=[CH:34][CH:33]=1. (6) Given the reactants C(N(C(C)C)CC)(C)C.FC(F)(F)C(O)=O.[NH:17]1[CH2:22][CH2:21][CH:20]([C@H:23]([NH:25][C:26]2[N:31]=[C:30]([C:32]3[C:40]4[C:35](=[N:36][CH:37]=[C:38]([C:41]([F:44])([F:43])[F:42])[CH:39]=4)[N:34]([S:45]([C:48]4[CH:54]=[CH:53][C:51]([CH3:52])=[CH:50][CH:49]=4)(=[O:47])=[O:46])[CH:33]=3)[C:29]([C:55]#[N:56])=[CH:28][N:27]=2)[CH3:24])[CH2:19][CH2:18]1.CN(C(ON1N=NC2C=CC=CC1=2)=[N+](C)C)C.[B-](F)(F)(F)F.[C:79](O)(=[O:82])[CH2:80][OH:81], predict the reaction product. The product is: [OH:82][CH2:79][C:80]([N:17]1[CH2:18][CH2:19][CH:20]([C@H:23]([NH:25][C:26]2[N:31]=[C:30]([C:32]3[C:40]4[C:35](=[N:36][CH:37]=[C:38]([C:41]([F:43])([F:44])[F:42])[CH:39]=4)[N:34]([S:45]([C:48]4[CH:49]=[CH:50][C:51]([CH3:52])=[CH:53][CH:54]=4)(=[O:46])=[O:47])[CH:33]=3)[C:29]([C:55]#[N:56])=[CH:28][N:27]=2)[CH3:24])[CH2:21][CH2:22]1)=[O:81].